From a dataset of Full USPTO retrosynthesis dataset with 1.9M reactions from patents (1976-2016). Predict the reactants needed to synthesize the given product. (1) Given the product [Br:23][C:9]1[C:10]([CH3:22])=[N:11][N:12]([CH2:13][C:14]2[CH:15]=[C:16]([CH:19]=[CH:20][CH:21]=2)[C:17]#[N:18])[C:8]=1[C:5]1[CH:4]=[CH:3][C:2]([F:1])=[CH:7][CH:6]=1, predict the reactants needed to synthesize it. The reactants are: [F:1][C:2]1[CH:7]=[CH:6][C:5]([C:8]2[N:12]([CH2:13][C:14]3[CH:15]=[C:16]([CH:19]=[CH:20][CH:21]=3)[C:17]#[N:18])[N:11]=[C:10]([CH3:22])[CH:9]=2)=[CH:4][CH:3]=1.[Br:23]N1C(=O)CCC1=O. (2) Given the product [Cl:1][C:2]1[C:11]2[C:6](=[CH:7][CH:8]=[C:9]([C:67]([C:66]3[N:62]([CH3:61])[C:63]([CH3:75])=[N:64][CH:65]=3)([CH:69]3[CH2:74][CH2:73][O:72][CH2:71][CH2:70]3)[OH:68])[CH:10]=2)[N:5]=[C:4]([O:22][CH3:23])[C:3]=1[CH2:24][C:25]1[CH:30]=[CH:29][C:28]([C:31]([F:34])([F:32])[F:33])=[CH:27][CH:26]=1, predict the reactants needed to synthesize it. The reactants are: [Cl:1][C:2]1[C:11]2[C:6](=[CH:7][CH:8]=[C:9](C(C3C(C)=NC(C)=CC=3)O)[CH:10]=2)[N:5]=[C:4]([O:22][CH3:23])[C:3]=1[CH2:24][C:25]1[CH:30]=[CH:29][C:28]([C:31]([F:34])([F:33])[F:32])=[CH:27][CH:26]=1.N1(C2C=CC(CC3C(Cl)=NC4C(C=3Cl)=CC(Br)=CC=4C)=CC=2)C=CC=N1.[CH3:61][N:62]1[C:66]([C:67]([CH:69]2[CH2:74][CH2:73][O:72][CH2:71][CH2:70]2)=[O:68])=[CH:65][N:64]=[C:63]1[CH3:75].S1C(CC2C(OC)=NC3C(C=2Cl)=CC(C(C2N(C)C=NC=2)(C2C=NC(C(F)(F)F)=CC=2)O)=CC=3)=CC2C=CC=CC1=2. (3) Given the product [C:8]1([C:5]2[CH:4]=[C:3]([CH2:2][NH:1][C:29](=[O:30])[C:28]3[CH:32]=[CH:33][C:25]([O:24][CH3:23])=[CH:26][CH:27]=3)[O:7][N:6]=2)[CH:9]=[CH:10][CH:11]=[CH:12][CH:13]=1, predict the reactants needed to synthesize it. The reactants are: [NH2:1][CH2:2][C:3]1[O:7][N:6]=[C:5]([C:8]2[CH:13]=[CH:12][CH:11]=[CH:10][CH:9]=2)[CH:4]=1.C(N(C(C)C)CC)(C)C.[CH3:23][O:24][C:25]1[CH:33]=[CH:32][C:28]([C:29](Cl)=[O:30])=[CH:27][CH:26]=1. (4) Given the product [C:26]1([S:24]([NH2:34])(=[O:33])=[O:25])[CH:31]=[CH:30][CH:29]=[CH:28][CH:27]=1, predict the reactants needed to synthesize it. The reactants are: CN(C)C1C2C(=CC(CO[Si](C(C)(C)C)(C)C)=CC2=C)NC1=O.[S:24]([NH2:34])(=[O:33])([C:26]1[CH:31]=[CH:30][C:29](N)=[CH:28][CH:27]=1)=[O:25].C(O)(=O)C. (5) Given the product [Br:14][C:10]1[C:11]([CH3:13])=[CH:12][C:2]([NH:1][C:20]([O:19][C:15]([CH3:18])([CH3:17])[CH3:16])=[O:21])=[C:3]([CH:9]=1)[C:4]([O:6][CH2:7][CH3:8])=[O:5], predict the reactants needed to synthesize it. The reactants are: [NH2:1][C:2]1[CH:12]=[C:11]([CH3:13])[C:10]([Br:14])=[CH:9][C:3]=1[C:4]([O:6][CH2:7][CH3:8])=[O:5].[C:15]([O:19][C:20](N([C:20]([O:19][C:15]([CH3:18])([CH3:17])[CH3:16])=[O:21])C1C(Br)=CC(C(F)(F)F)=C(Cl)C=1)=[O:21])([CH3:18])([CH3:17])[CH3:16].